Dataset: Forward reaction prediction with 1.9M reactions from USPTO patents (1976-2016). Task: Predict the product of the given reaction. (1) Given the reactants C[O:2][C:3]1[CH:8]=[CH:7][C:6]([C@:9]2([CH3:28])[C:13](=[O:14])[N:12]([C:15]3[CH:22]=[CH:21][C:18]([C:19]#[N:20])=[C:17]([C:23]([F:26])([F:25])[F:24])[CH:16]=3)[C:11](=[O:27])[NH:10]2)=[CH:5][CH:4]=1.C(=O)(O)[O-].[Na+], predict the reaction product. The product is: [OH:2][C:3]1[CH:4]=[CH:5][C:6]([C@:9]2([CH3:28])[C:13](=[O:14])[N:12]([C:15]3[CH:22]=[CH:21][C:18]([C:19]#[N:20])=[C:17]([C:23]([F:26])([F:25])[F:24])[CH:16]=3)[C:11](=[O:27])[NH:10]2)=[CH:7][CH:8]=1. (2) Given the reactants [F:1][C:2]1[CH:3]=[C:4]([CH2:13][CH2:14][C:15]([O:17][CH2:18][CH3:19])=[O:16])[CH:5]=[C:6]([C@H:9]([OH:12])[CH2:10]I)[C:7]=1[F:8].[CH2:20]1[C:28]2[C:23](=[CH:24][CH:25]=[CH:26][CH:27]=2)[CH2:22][CH:21]1[CH2:29][C:30]([NH2:33])([CH3:32])[CH3:31].C([O-])([O-])=O.[K+].[K+], predict the reaction product. The product is: [CH2:22]1[C:23]2[C:28](=[CH:27][CH:26]=[CH:25][CH:24]=2)[CH2:20][CH:21]1[CH2:29][C:30]([NH:33][CH2:10][C@H:9]([C:6]1[CH:5]=[C:4]([CH2:13][CH2:14][C:15]([O:17][CH2:18][CH3:19])=[O:16])[CH:3]=[C:2]([F:1])[C:7]=1[F:8])[OH:12])([CH3:31])[CH3:32]. (3) Given the reactants [C:1]1([CH3:13])[CH:6]=[C:5]([CH3:7])[CH:4]=[C:3]([CH3:8])[C:2]=1[CH2:9][C:10]([OH:12])=O.C(Cl)(=O)C(Cl)=O.FC(F)(F)C(O)=O.[NH:27]1[CH2:31][CH2:30][C:29]([C:32]2[CH:37]=[CH:36][C:35]([NH:38][C:39]([NH:41][CH3:42])=[O:40])=[CH:34][CH:33]=2)=[N:28]1, predict the reaction product. The product is: [CH3:42][NH:41][C:39]([NH:38][C:35]1[CH:34]=[CH:33][C:32]([C:29]2[CH2:30][CH2:31][N:27]([C:10](=[O:12])[CH2:9][C:2]3[C:1]([CH3:13])=[CH:6][C:5]([CH3:7])=[CH:4][C:3]=3[CH3:8])[N:28]=2)=[CH:37][CH:36]=1)=[O:40]. (4) Given the reactants [C:1]([C:3]1([NH:11][C:12](=[O:18])[O:13][C:14]([CH3:17])([CH3:16])[CH3:15])[CH2:8][O:7][C:6]([CH3:10])([CH3:9])[O:5][CH2:4]1)#[CH:2].C#CCCCCCC.Br[C:28]1[CH:33]=[CH:32][C:31]([S:34]([NH:37][CH:38]2[CH2:43][CH2:42][CH:41]3[CH2:44][CH:39]2[C:40]3([CH3:46])[CH3:45])(=[O:36])=[O:35])=[CH:30][CH:29]=1.IC1C=C2C(=CC=1)CN(C(C1C=CC=CC=1)(C1C=CC=CC=1)C1C=CC=CC=1)C2, predict the reaction product. The product is: [C:14]([O:13][C:12](=[O:18])[NH:11][C:3]1([C:1]#[C:2][C:28]2[CH:29]=[CH:30][C:31]([S:34](=[O:35])(=[O:36])[NH:37][CH:38]3[CH2:43][CH2:42][CH:41]4[CH2:44][CH:39]3[C:40]4([CH3:45])[CH3:46])=[CH:32][CH:33]=2)[CH2:8][O:7][C:6]([CH3:10])([CH3:9])[O:5][CH2:4]1)([CH3:17])([CH3:16])[CH3:15]. (5) The product is: [CH3:17][N:11]1[CH2:10][CH2:9][CH2:8][C:7]2[CH:13]=[CH:14][C:4]([N+:1]([O-:3])=[O:2])=[CH:5][C:6]=2[CH2:12]1. Given the reactants [N+:1]([C:4]1[CH:14]=[CH:13][C:7]2[CH2:8][CH2:9][CH2:10][NH:11][CH2:12][C:6]=2[CH:5]=1)([O-:3])=[O:2].C=O.[C:17](O)(=O)C.C([BH3-])#N.[Na+], predict the reaction product. (6) Given the reactants Cl.[CH3:2][CH:3]([NH2:13])[C:4]1[CH:9]=[CH:8][C:7]([N+:10]([O-:12])=[O:11])=[CH:6][CH:5]=1.C(N(CC)CC)C.[C:21](O[C:21]([O:23][C:24]([CH3:27])([CH3:26])[CH3:25])=[O:22])([O:23][C:24]([CH3:27])([CH3:26])[CH3:25])=[O:22], predict the reaction product. The product is: [N+:10]([C:7]1[CH:6]=[CH:5][C:4]([C@@H:3]([NH:13][C:21](=[O:22])[O:23][C:24]([CH3:27])([CH3:26])[CH3:25])[CH3:2])=[CH:9][CH:8]=1)([O-:12])=[O:11]. (7) Given the reactants Cl[C:2]1[C:7]([C:8]([O:10][CH2:11][CH3:12])=[O:9])=[CH:6][N:5]=[C:4]([Cl:13])[CH:3]=1.[F:14][C:15]1[CH:16]=[C:17]([CH2:21][CH2:22][NH2:23])[CH:18]=[CH:19][CH:20]=1.C([O-])([O-])=O.[K+].[K+], predict the reaction product. The product is: [Cl:13][C:4]1[CH:3]=[C:2]([NH:23][CH2:22][CH2:21][C:17]2[CH:18]=[CH:19][CH:20]=[C:15]([F:14])[CH:16]=2)[C:7]([C:8]([O:10][CH2:11][CH3:12])=[O:9])=[CH:6][N:5]=1.